Predict the reactants needed to synthesize the given product. From a dataset of Full USPTO retrosynthesis dataset with 1.9M reactions from patents (1976-2016). Given the product [CH:27]([C:30]1[N:31]=[C:32]([C:35]2[CH:44]=[C:43]([O:1][CH2:2][CH2:3][C@@H:4]3[NH:18][C:17](=[O:19])[N:16]([CH3:20])[CH2:15][CH2:14][CH2:13][CH2:12][CH:11]=[CH:10][C@H:9]4[C@@:7]([C:21]([O:23][CH2:24][CH3:25])=[O:22])([CH2:8]4)[NH:6][C:5]3=[O:26])[C:42]3[C:37](=[C:38]([CH3:48])[C:39]([O:46][CH3:47])=[CH:40][CH:41]=3)[N:36]=2)[S:33][CH:34]=1)([CH3:29])[CH3:28], predict the reactants needed to synthesize it. The reactants are: [OH:1][CH2:2][CH2:3][C@@H:4]1[NH:18][C:17](=[O:19])[N:16]([CH3:20])[CH2:15][CH2:14][CH2:13][CH2:12][CH:11]=[CH:10][C@H:9]2[C@@:7]([C:21]([O:23][CH2:24][CH3:25])=[O:22])([CH2:8]2)[NH:6][C:5]1=[O:26].[CH:27]([C:30]1[N:31]=[C:32]([C:35]2[CH:44]=[C:43](O)[C:42]3[C:37](=[C:38]([CH3:48])[C:39]([O:46][CH3:47])=[CH:40][CH:41]=3)[N:36]=2)[S:33][CH:34]=1)([CH3:29])[CH3:28].C1(P(C2C=CC=CC=2)C2C=CC=CC=2)C=CC=CC=1.CC(OC(/N=N/C(OC(C)C)=O)=O)C.